From a dataset of Forward reaction prediction with 1.9M reactions from USPTO patents (1976-2016). Predict the product of the given reaction. (1) Given the reactants [N+:1]([C:4]1[CH:5]=[CH:6][C:7]([CH2:10][C:11]#[N:12])=[N:8][CH:9]=1)([O-])=O.Cl[Sn]Cl, predict the reaction product. The product is: [NH2:1][C:4]1[CH:5]=[CH:6][C:7]([CH2:10][C:11]#[N:12])=[N:8][CH:9]=1. (2) Given the reactants [Br:1][CH2:2][C:3](Cl)=[O:4].[F:6][C:7]([F:38])([F:37])[C:8]1[CH:9]=[C:10]([C:18]([CH3:36])([CH3:35])[C:19]([N:21]([C@H:23]2[C@H:27]([C:28]3[CH:33]=[CH:32][C:31]([F:34])=[CH:30][CH:29]=3)[CH2:26][NH:25][CH2:24]2)[CH3:22])=[O:20])[CH:11]=[C:12]([C:14]([F:17])([F:16])[F:15])[CH:13]=1.N1CCCC1.C(N(C(C)C)C(C)C)C, predict the reaction product. The product is: [F:17][C:14]([F:15])([F:16])[C:12]1[CH:11]=[C:10]([C:18]([CH3:35])([CH3:36])[C:19]([N:21]([C@H:23]2[C@H:27]([C:28]3[CH:29]=[CH:30][C:31]([F:34])=[CH:32][CH:33]=3)[CH2:26][N:25]([C:3](=[O:4])[CH2:2][Br:1])[CH2:24]2)[CH3:22])=[O:20])[CH:9]=[C:8]([C:7]([F:38])([F:37])[F:6])[CH:13]=1. (3) Given the reactants [Cl:1][C:2]1[CH:3]=[CH:4][C:5]([NH:8][C:9](=[O:29])[C:10]2[CH:15]=[C:14](I)[CH:13]=[CH:12][C:11]=2[NH:17][C:18]([CH:20]2[CH2:25][CH2:24][N:23]([CH:26]([CH3:28])[CH3:27])[CH2:22][CH2:21]2)=[O:19])=[N:6][CH:7]=1.[C:30]1([As](C2C=CC=CC=2)C2C=CC=CC=2)C=CC=C[CH:31]=1.C([Sn](CCCC)(CCCC)C=C)CCC, predict the reaction product. The product is: [Cl:1][C:2]1[CH:3]=[CH:4][C:5]([NH:8][C:9](=[O:29])[C:10]2[CH:15]=[C:14]([CH:30]=[CH2:31])[CH:13]=[CH:12][C:11]=2[NH:17][C:18]([CH:20]2[CH2:25][CH2:24][N:23]([CH:26]([CH3:28])[CH3:27])[CH2:22][CH2:21]2)=[O:19])=[N:6][CH:7]=1. (4) Given the reactants Cl[C:2]1[N:7]=[C:6]([C:8]([NH2:10])=[O:9])[CH:5]=[CH:4][N:3]=1.[Br:11][C:12]1[C:13]([F:21])=[C:14](B(O)O)[CH:15]=[CH:16][CH:17]=1, predict the reaction product. The product is: [Br:11][C:12]1[C:13]([F:21])=[C:14]([C:2]2[N:7]=[C:6]([C:8]([NH2:10])=[O:9])[CH:5]=[CH:4][N:3]=2)[CH:15]=[CH:16][CH:17]=1.